Dataset: Full USPTO retrosynthesis dataset with 1.9M reactions from patents (1976-2016). Task: Predict the reactants needed to synthesize the given product. (1) Given the product [CH:71]1([C:72]([NH:48][C:35]2[S:36][C:32]3[CH:31]=[C:30]([S:29][C:2]4[N:6]5[CH:7]=[C:8]([C:11]6[CH:12]=[N:13][N:14]([CH:16]7[CH2:21][CH2:20][N:19]([C:22]([O:24][C:25]([CH3:28])([CH3:27])[CH3:26])=[O:23])[CH2:18][CH2:17]7)[CH:15]=6)[CH:9]=[CH:10][C:5]5=[N:4][CH:3]=4)[CH:44]=[CH:43][C:33]=3[N:34]=2)=[O:73])[CH2:69][CH2:70]1, predict the reactants needed to synthesize it. The reactants are: Br[C:2]1[N:6]2[CH:7]=[C:8]([C:11]3[CH:12]=[N:13][N:14]([CH:16]4[CH2:21][CH2:20][N:19]([C:22]([O:24][C:25]([CH3:28])([CH3:27])[CH3:26])=[O:23])[CH2:18][CH2:17]4)[CH:15]=3)[CH:9]=[CH:10][C:5]2=[N:4][CH:3]=1.[SH:29][C:30]1[CH:44]=[CH:43][C:33]2[N:34]=[C:35](C3(C(N)=O)CC3)[S:36][C:32]=2[CH:31]=1.C([N:48](CC)C(C)C)(C)C.C1(P(C2C=CC=CC=2)C2C3[O:73][C:72]4C(=C[CH:69]=[CH:70][C:71]=4P(C4C=CC=CC=4)C4C=CC=CC=4)C(C)(C)C=3C=CC=2)C=CC=CC=1. (2) Given the product [F:1][C:2]1[CH:3]=[CH:4][C:5]([S:8]([C:11](=[C:24]([S:8]([CH3:5])(=[O:10])=[O:9])[S:21]([CH3:18])(=[O:23])=[O:22])[C:12]#[N:13])(=[O:9])=[O:10])=[CH:6][CH:7]=1, predict the reactants needed to synthesize it. The reactants are: [F:1][C:2]1[CH:7]=[CH:6][C:5]([S:8]([CH2:11][C:12]#[N:13])(=[O:10])=[O:9])=[CH:4][CH:3]=1.ClC1C=C[C:18]([S:21]([CH2:24]C#N)(=[O:23])=[O:22])=CC=1. (3) Given the product [C:21]([O:20][C:18]([N:10]1[C@H:11]([C:12]2[CH:17]=[CH:16][CH:15]=[CH:14][CH:13]=2)[C@H:7]([C:1]2[CH:6]=[CH:5][CH:4]=[CH:3][CH:2]=2)[N:8]=[C:9]1[N:28]([CH2:29][C:30]1[CH:35]=[CH:34][CH:33]=[CH:32][CH:31]=1)[CH3:27])=[O:19])([CH3:24])([CH3:23])[CH3:22], predict the reactants needed to synthesize it. The reactants are: [C:1]1([C@H:7]2[C@@H:11]([C:12]3[CH:17]=[CH:16][CH:15]=[CH:14][CH:13]=3)[N:10]([C:18]([O:20][C:21]([CH3:24])([CH3:23])[CH3:22])=[O:19])[C:9](SC)=[N:8]2)[CH:6]=[CH:5][CH:4]=[CH:3][CH:2]=1.[CH3:27][NH:28][CH2:29][C:30]1[CH:35]=[CH:34][CH:33]=[CH:32][CH:31]=1.CO. (4) Given the product [Br:1][C:2]1[C:7]([N+:8]([O-:10])=[O:9])=[C:6]([Cl:18])[CH:5]=[C:4]([Br:12])[N:3]=1, predict the reactants needed to synthesize it. The reactants are: [Br:1][C:2]1[C:7]([N+:8]([O-:10])=[O:9])=[C:6](N)[CH:5]=[C:4]([Br:12])[N:3]=1.N([O-])=O.[Na+].O.[ClH:18]. (5) Given the product [CH2:1]([O:8][CH2:9][CH2:10][CH:11]=[C:17]([C:18]([O:20][C:21]([CH3:24])([CH3:23])[CH3:22])=[O:19])[CH2:25][C@@H:26]([C:27]([O:29][C:30]([CH3:32])([CH3:31])[CH3:33])=[O:28])[NH:34][C:35]([O:37][C:38]([CH3:39])([CH3:40])[CH3:41])=[O:36])[C:2]1[CH:3]=[CH:4][CH:5]=[CH:6][CH:7]=1, predict the reactants needed to synthesize it. The reactants are: [CH2:1]([O:8][CH2:9][CH2:10][CH:11]([CH:17]([CH2:25][C@H:26]([NH:34][C:35]([O:37][C:38]([CH3:41])([CH3:40])[CH3:39])=[O:36])[C:27]([O:29][C:30]([CH3:33])([CH3:32])[CH3:31])=[O:28])[C:18]([O:20][C:21]([CH3:24])([CH3:23])[CH3:22])=[O:19])OS(C)(=O)=O)[C:2]1[CH:7]=[CH:6][CH:5]=[CH:4][CH:3]=1.C(N(CC)CC)C. (6) Given the product [NH2:16][C:17](=[O:51])[C@@H:18]([NH:35][C:36]([C@@H:38]1[CH2:43][CH2:42][CH2:41][CH2:40][N:39]1[C:44]([O:46][C:47]([CH3:49])([CH3:48])[CH3:50])=[O:45])=[O:37])[CH2:19][C:20]1[CH:25]=[CH:24][C:23]([C:2]2[CH:3]=[CH:4][C:5]3[O:9][C:8](=[O:10])[N:7]([CH2:11][CH2:12][O:13][CH3:14])[C:6]=3[CH:15]=2)=[CH:22][CH:21]=1, predict the reactants needed to synthesize it. The reactants are: Br[C:2]1[CH:3]=[CH:4][C:5]2[O:9][C:8](=[O:10])[N:7]([CH2:11][CH2:12][O:13][CH3:14])[C:6]=2[CH:15]=1.[NH2:16][C:17](=[O:51])[C@@H:18]([NH:35][C:36]([C@@H:38]1[CH2:43][CH2:42][CH2:41][CH2:40][N:39]1[C:44]([O:46][C:47]([CH3:50])([CH3:49])[CH3:48])=[O:45])=[O:37])[CH2:19][C:20]1[CH:25]=[CH:24][C:23](B2OC(C)(C)C(C)(C)O2)=[CH:22][CH:21]=1. (7) Given the product [OH:6][C@@H:7]1[CH2:12][C@H:10]([OH:11])[C@H:9]([CH2:13]/[CH:14]=[CH:15]\[CH2:16][CH2:17][CH2:18][C:19]([O:21][CH:22]([CH3:24])[CH3:23])=[O:20])[C@H:8]1[CH2:25][CH2:26][C@@H:27]([O:42][C:41](=[O:43])[CH:40]([CH2:44][C:45]#[CH:46])[CH2:37][C:38]#[CH:39])[CH2:28][CH2:29][C:30]1[CH:31]=[CH:32][CH:33]=[CH:34][CH:35]=1, predict the reactants needed to synthesize it. The reactants are: C(B1[O:11][C@H:10]2[CH2:12][C@H:7]([C@H:8]([CH2:25][CH2:26][C@@H:27](O)[CH2:28][CH2:29][C:30]3[CH:35]=[CH:34][CH:33]=[CH:32][CH:31]=3)[C@H:9]2[CH2:13]/[CH:14]=[CH:15]\[CH2:16][CH2:17][CH2:18][C:19]([O:21][CH:22]([CH3:24])[CH3:23])=[O:20])[O:6]1)CCC.[CH2:37]([CH:40]([CH2:44][C:45]#[CH:46])[C:41]([OH:43])=[O:42])[C:38]#[CH:39].C1CCC(N=C=NC2CCCCC2)CC1. (8) Given the product [CH3:32][C:30]1[N:29]([CH3:33])[C:17]([NH:18][C:19](=[O:49])[CH3:14])=[CH:16][N:31]=1, predict the reactants needed to synthesize it. The reactants are: FC(F)(F)C1C=C(C=C(C(F)(F)F)C=1)CN(C[C:14]1C=[C:16]2[N:31]=[C:30]([CH3:32])[N:29]([CH3:33])[C:17]2=[N:18][C:19]=1N(CC1CC1)CC1CC1)C1N=NNN=1.[H-].[Na+].CI.C(OCC)(=[O:49])C. (9) Given the product [NH2:12][C:3]1[C:2]([CH3:1])=[CH:10][CH:9]=[C:8]2[C:4]=1[CH2:5][NH:6][C:7]2=[O:11], predict the reactants needed to synthesize it. The reactants are: [CH3:1][C:2]1[C:3]([N+:12]([O-])=O)=[C:4]2[C:8](=[CH:9][CH:10]=1)[C:7](=[O:11])[NH:6][CH2:5]2. (10) The reactants are: [F:1][C:2]1[CH:3]=[C:4]([CH:29]=[C:30]([N:32]2[CH2:37][CH2:36][O:35][CH2:34][CH2:33]2)[CH:31]=1)[C:5]([NH:7][C:8]1[C:17]2[C:12](=[CH:13][CH:14]=[CH:15][CH:16]=2)[C:11]([O:18][C:19]2[CH:24]=[CH:23][N:22]=[C:21](S(C)(=O)=O)[N:20]=2)=[CH:10][CH:9]=1)=[O:6].[CH3:38][NH:39][CH2:40][C:41]#[CH:42]. Given the product [F:1][C:2]1[CH:3]=[C:4]([CH:29]=[C:30]([N:32]2[CH2:37][CH2:36][O:35][CH2:34][CH2:33]2)[CH:31]=1)[C:5]([NH:7][C:8]1[C:17]2[C:12](=[CH:13][CH:14]=[CH:15][CH:16]=2)[C:11]([O:18][C:19]2[CH:24]=[CH:23][N:22]=[C:21]([N:39]([CH3:38])[CH2:40][C:41]#[CH:42])[N:20]=2)=[CH:10][CH:9]=1)=[O:6], predict the reactants needed to synthesize it.